This data is from Catalyst prediction with 721,799 reactions and 888 catalyst types from USPTO. The task is: Predict which catalyst facilitates the given reaction. (1) Reactant: [NH2:1][C:2]1[CH:3]=[C:4]([CH:23]=[CH:24][C:25]=1[B:26]1[O:30][C:29](C)(C)[C:28](C)(C)[O:27]1)[C:5]([NH:7][N:8]([C:19]([CH3:22])([CH3:21])[CH3:20])[C:9](=[O:18])[C:10]1[CH:15]=[C:14]([CH3:16])[CH:13]=[C:12]([CH3:17])[CH:11]=1)=[O:6].C(OC(=O)C)(=O)C. Product: [C:19]([N:8]([C:9](=[O:18])[C:10]1[CH:11]=[C:12]([CH3:17])[CH:13]=[C:14]([CH3:16])[CH:15]=1)[NH:7][C:5]([C:4]1[CH:23]=[CH:24][C:25]2[B:26]([OH:27])[O:30][C:29]([CH3:28])=[N:1][C:2]=2[CH:3]=1)=[O:6])([CH3:21])([CH3:22])[CH3:20]. The catalyst class is: 12. (2) Reactant: [CH:1]1([C:6]([O:8][CH2:9][CH2:10][CH2:11][CH3:12])=[O:7])[CH2:5][CH2:4][CH2:3][CH2:2]1.[Br:13][CH2:14][CH2:15][CH2:16][CH2:17]Br.[Li+].CC([N-]C(C)C)C. Product: [Br:13][CH2:14][CH2:15][CH2:16][CH2:17][C:1]1([C:6]([O:8][CH2:9][CH2:10][CH2:11][CH3:12])=[O:7])[CH2:5][CH2:4][CH2:3][CH2:2]1. The catalyst class is: 1.